Task: Predict the reactants needed to synthesize the given product.. Dataset: Full USPTO retrosynthesis dataset with 1.9M reactions from patents (1976-2016) (1) Given the product [Cl:65][C:8]1[N:7]=[N:6][C:5]([CH2:4][C:3]2[CH:12]=[C:13]([C@H:16]3[C@H:21]([O:22][CH2:23][C:24]4[CH:29]=[CH:28][CH:27]=[CH:26][CH:25]=4)[C@@H:20]([O:30][CH2:31][C:32]4[CH:33]=[CH:34][CH:35]=[CH:36][CH:37]=4)[C@H:19]([O:38][CH2:39][C:40]4[CH:45]=[CH:44][CH:43]=[CH:42][CH:41]=4)[C@@H:18]([CH2:46][O:47][CH2:48][C:49]4[CH:54]=[CH:53][CH:52]=[CH:51][CH:50]=4)[O:17]3)[CH:14]=[CH:15][C:74]=2[Cl:76])=[N:10][CH:9]=1, predict the reactants needed to synthesize it. The reactants are: ClC1[CH:15]=[CH:14][C:13]([C@H:16]2[C@H:21]([O:22][CH2:23][C:24]3[CH:29]=[CH:28][CH:27]=[CH:26][CH:25]=3)[C@@H:20]([O:30][CH2:31][C:32]3[CH:37]=[CH:36][CH:35]=[CH:34][CH:33]=3)[C@H:19]([O:38][CH2:39][C:40]3[CH:45]=[CH:44][CH:43]=[CH:42][CH:41]=3)[C@@H:18]([CH2:46][O:47][CH2:48][C:49]3[CH:54]=[CH:53][CH:52]=[CH:51][CH:50]=3)[O:17]2)=[CH:12][C:3]=1[CH2:4][C:5]1[NH:10][CH2:9][C:8](=O)[NH:7][N:6]=1.C(C1C(=O)C([Cl:65])=C(Cl)C(=O)C=1C#N)#N.CCOCC.[CH2:74]([Cl:76])Cl. (2) Given the product [CH2:12]([N:24]1[CH2:27][CH:26]([C:25]([OH:33])=[O:32])[CH2:28][C:29]1=[O:30])[CH2:13][CH2:14][CH2:15][CH2:16][CH2:17][CH2:18][CH2:19][CH2:20][CH2:21][CH2:22][CH3:23], predict the reactants needed to synthesize it. The reactants are: C1O[C@@H]2O[C@H]1[C@@H](O)[C@H](O)[C@H]2O.[CH2:12]([NH2:24])[CH2:13][CH2:14][CH2:15][CH2:16][CH2:17][CH2:18][CH2:19][CH2:20][CH2:21][CH2:22][CH3:23].[C:25]([OH:33])(=[O:32])[C:26]([CH2:28][C:29](O)=[O:30])=[CH2:27].C1CCCCC1. (3) Given the product [F:45][C:46]1[CH:53]=[CH:52][C:49]([CH2:50][O:38][C:35]2[CH:36]=[CH:37][C:32]([CH:2]([OH:1])[CH:3]([NH:18][C:19]([C:21]3[CH:22]=[CH:23][CH:24]=[C:25]4[CH2:31][CH2:30][CH2:29][CH:28]=[CH:27][C:26]=34)=[O:20])[CH2:4][C:5]3[CH:10]=[CH:9][CH:8]=[C:7]([O:11][C:12]([F:16])([F:17])[CH:13]([F:15])[F:14])[CH:6]=3)=[CH:33][CH:34]=2)=[CH:48][CH:47]=1, predict the reactants needed to synthesize it. The reactants are: [OH:1][CH:2]([C:32]1[CH:37]=[CH:36][C:35]([OH:38])=[CH:34][CH:33]=1)[CH:3]([NH:18][C:19]([C:21]1[CH:22]=[CH:23][CH:24]=[C:25]2[CH2:31][CH2:30][CH2:29][CH:28]=[CH:27][C:26]=12)=[O:20])[CH2:4][C:5]1[CH:10]=[CH:9][CH:8]=[C:7]([O:11][C:12]([F:17])([F:16])[CH:13]([F:15])[F:14])[CH:6]=1.C(=O)([O-])[O-].[K+].[K+].[F:45][C:46]1[CH:53]=[CH:52][C:49]([CH2:50]Br)=[CH:48][CH:47]=1. (4) Given the product [CH2:33]([O:37][C:38]1[C:47]2[C:42](=[CH:43][CH:44]=[C:45](/[CH:48]=[CH:9]/[C:10]3[N:11]=[CH:12][S:13][CH:14]=3)[CH:46]=2)[C:41](=[O:50])[N:40]([CH2:51][CH:52]([CH3:53])[CH3:54])[C:39]=1[CH2:55][NH:56][C:57](=[O:63])[O:58][C:59]([CH3:60])([CH3:61])[CH3:62])[CH2:34][CH2:35][CH3:36], predict the reactants needed to synthesize it. The reactants are: [Cl-].C1([P+](C2C=CC=CC=2)(C2C=CC=CC=2)[CH2:9][C:10]2[N:11]=[CH:12][S:13][CH:14]=2)C=CC=CC=1.C(=O)([O-])[O-].[K+].[K+].[CH2:33]([O:37][C:38]1[C:47]2[C:42](=[CH:43][CH:44]=[C:45]([CH:48]=O)[CH:46]=2)[C:41](=[O:50])[N:40]([CH2:51][CH:52]([CH3:54])[CH3:53])[C:39]=1[CH2:55][NH:56][C:57](=[O:63])[O:58][C:59]([CH3:62])([CH3:61])[CH3:60])[CH2:34][CH2:35][CH3:36].O. (5) Given the product [Cl:22][C:23]1[CH:35]=[CH:34][C:26]([C:27]([NH:29][N:30]([C:19](=[O:21])/[CH:18]=[CH:17]/[C:10]2[C:11]3[C:16](=[CH:15][CH:14]=[CH:13][CH:12]=3)[N:8]([C:6]([O:5][C:1]([CH3:4])([CH3:3])[CH3:2])=[O:7])[CH:9]=2)[CH:31]([CH3:32])[CH3:33])=[O:28])=[CH:25][CH:24]=1, predict the reactants needed to synthesize it. The reactants are: [C:1]([O:5][C:6]([N:8]1[C:16]2[C:11](=[CH:12][CH:13]=[CH:14][CH:15]=2)[C:10](/[CH:17]=[CH:18]/[C:19]([OH:21])=O)=[CH:9]1)=[O:7])([CH3:4])([CH3:3])[CH3:2].[Cl:22][C:23]1[CH:35]=[CH:34][C:26]([C:27]([NH:29][NH:30][CH:31]([CH3:33])[CH3:32])=[O:28])=[CH:25][CH:24]=1.CN(C(ON1N=NC2C=CC=NC1=2)=[N+](C)C)C.F[P-](F)(F)(F)(F)F.C(N(CC)C(C)C)(C)C. (6) Given the product [CH3:1][C:2]1[CH:8]=[CH:7][C:5]([NH:6][C:12](=[O:18])[O:13][C:14]([CH3:17])([CH3:16])[CH3:15])=[CH:4][C:3]=1[N+:9]([O-:11])=[O:10], predict the reactants needed to synthesize it. The reactants are: [CH3:1][C:2]1[CH:8]=[CH:7][C:5]([NH2:6])=[CH:4][C:3]=1[N+:9]([O-:11])=[O:10].[C:12](=O)([OH:18])[O:13][C:14]([CH3:17])([CH3:16])[CH3:15]. (7) Given the product [I:8][C:5]1[N:4]=[N:3][C:2]([N:12]2[CH2:11][CH2:10][N:9]([C:15]([O:17][C:18]([CH3:21])([CH3:20])[CH3:19])=[O:16])[CH2:14][CH2:13]2)=[CH:7][CH:6]=1, predict the reactants needed to synthesize it. The reactants are: Cl[C:2]1[N:3]=[N:4][C:5]([I:8])=[CH:6][CH:7]=1.[N:9]1([C:15]([O:17][C:18]([CH3:21])([CH3:20])[CH3:19])=[O:16])[CH2:14][CH2:13][NH:12][CH2:11][CH2:10]1.CCN(C(C)C)C(C)C.